Dataset: Full USPTO retrosynthesis dataset with 1.9M reactions from patents (1976-2016). Task: Predict the reactants needed to synthesize the given product. Given the product [CH2:19]([O:18][C:16](=[O:17])[C:15](=[CH:14][NH:1][C:2]1[CH:7]=[CH:6][C:5]([I:8])=[CH:4][C:3]=1[CH2:9][OH:10])[C:21]([O:23][CH2:24][CH3:25])=[O:22])[CH3:20], predict the reactants needed to synthesize it. The reactants are: [NH2:1][C:2]1[CH:7]=[CH:6][C:5]([I:8])=[CH:4][C:3]=1[CH2:9][OH:10].C(O[CH:14]=[C:15]([C:21]([O:23][CH2:24][CH3:25])=[O:22])[C:16]([O:18][CH2:19][CH3:20])=[O:17])C.